This data is from Reaction yield outcomes from USPTO patents with 853,638 reactions. The task is: Predict the reaction yield, written as a fraction of the theoretical maximum amount of product (1.0 means a 100% yield; for example, 0.34 means a 34% yield). (1) The reactants are [Cl:1][C:2]1[CH:7]=[CH:6][C:5]([NH:8][C:9]([CH:11]2[CH2:16][S:15][CH2:14][CH:13]([C:17]3[CH:22]=[CH:21][C:20]([O:23][CH3:24])=[C:19]([O:25][CH3:26])[CH:18]=3)[NH:12]2)=O)=[CH:4][C:3]=1[O:27][CH3:28]. The catalyst is C1(C)C=CC=CC=1. The product is [Cl:1][C:2]1[CH:7]=[CH:6][C:5]([NH:8][CH2:9][CH:11]2[CH2:16][S:15][CH2:14][CH:13]([C:17]3[CH:22]=[CH:21][C:20]([O:23][CH3:24])=[C:19]([O:25][CH3:26])[CH:18]=3)[NH:12]2)=[CH:4][C:3]=1[O:27][CH3:28]. The yield is 0.950. (2) The reactants are [NH2:1][CH2:2][C:3]([C:6]1[CH:11]=[CH:10][C:9]([NH:12][C:13](=[O:24])[C:14]2[CH:19]=[CH:18][C:17]([O:20][CH3:21])=[C:16]([O:22][CH3:23])[CH:15]=2)=[CH:8][CH:7]=1)([CH3:5])[CH3:4].Cl[C:26]([O:28][CH3:29])=[O:27]. The catalyst is C(Cl)Cl. The product is [CH3:29][O:28][C:26](=[O:27])[NH:1][CH2:2][C:3]([C:6]1[CH:7]=[CH:8][C:9]([NH:12][C:13](=[O:24])[C:14]2[CH:19]=[CH:18][C:17]([O:20][CH3:21])=[C:16]([O:22][CH3:23])[CH:15]=2)=[CH:10][CH:11]=1)([CH3:5])[CH3:4]. The yield is 0.880. (3) The reactants are [C:1]([C:5]1[CH:26]=[CH:25][C:8]([CH2:9][N:10]([CH2:22][CH2:23][OH:24])[C:11]([C:13]2[CH:14]=[CH:15][CH:16]=[C:17]3[C:21]=2[NH:20][CH:19]=[CH:18]3)=[O:12])=[CH:7][CH:6]=1)([CH3:4])([CH3:3])[CH3:2].[F:27][C:28]1[CH:33]=[CH:32][C:31](O)=[CH:30][CH:29]=1.C1(P(C2C=CC=CC=2)C2C=CC=CC=2)C=CC=CC=1.C(OC(N=NC(OCC)=O)=O)C. The catalyst is C1COCC1. The product is [C:1]([C:5]1[CH:6]=[CH:7][C:8]([CH2:9][N:10]([CH2:22][CH2:23][O:24][C:31]2[CH:32]=[CH:33][C:28]([F:27])=[CH:29][CH:30]=2)[C:11]([C:13]2[CH:14]=[CH:15][CH:16]=[C:17]3[C:21]=2[NH:20][CH:19]=[CH:18]3)=[O:12])=[CH:25][CH:26]=1)([CH3:4])([CH3:2])[CH3:3]. The yield is 0.450. (4) The reactants are [F:1][C:2]([F:8])([F:7])[S:3]([O-:6])(=[O:5])=[O:4].[CH3:9][N+:10]12[CH2:17][CH2:16][N:13]([CH2:14][CH2:15]1)[CH2:12][CH2:11]2.[F:18][C:19]([F:25])([F:24])[S:20]([O-:23])(=[O:22])=[O:21].[Na+].N#N. The catalyst is C(#N)C. The product is [F:1][C:2]([F:8])([F:7])[S:3]([O-:6])(=[O:5])=[O:4].[F:18][C:19]([F:25])([F:24])[S:20]([O-:23])(=[O:22])=[O:21].[F:18][N+:13]12[CH2:16][CH2:17][N+:10]([CH3:9])([CH2:15][CH2:14]1)[CH2:11][CH2:12]2. The yield is 0.990. (5) The reactants are [N-:1]=[N+:2]=[N-:3].[Na+].[CH2:5]([O:12][C:13]([N:15]1[C@H:22]([CH3:23])[CH2:21][CH2:20][C@H:19]2[C@H:17]([O:18]2)[CH2:16]1)=[O:14])[C:6]1[CH:11]=[CH:10][CH:9]=[CH:8][CH:7]=1.[Cl-].[NH4+]. The catalyst is CO.O. The product is [CH2:5]([O:12][C:13]([N:15]1[CH2:16][C@@H:17]([OH:18])[C@H:19]([N:1]=[N+:2]=[N-:3])[CH2:20][CH2:21][C@H:22]1[CH3:23])=[O:14])[C:6]1[CH:11]=[CH:10][CH:9]=[CH:8][CH:7]=1. The yield is 0.630.